From a dataset of Reaction yield outcomes from USPTO patents with 853,638 reactions. Predict the reaction yield, written as a fraction of the theoretical maximum amount of product (1.0 means a 100% yield; for example, 0.34 means a 34% yield). (1) The reactants are [N+](C1C=CC(O[C:11](=[O:36])[NH:12][CH:13]([CH3:35])[C:14]#[C:15][C:16]2[S:20][C:19]([O:21][C:22]3[CH:27]=[CH:26][C:25]([O:28][C:29]4[CH:34]=[CH:33][CH:32]=[CH:31][CH:30]=4)=[CH:24][CH:23]=3)=[N:18][CH:17]=2)=CC=1)([O-])=O.[C:37]([NH:44][CH2:45][CH2:46][NH2:47])([O:39][C:40]([CH3:43])([CH3:42])[CH3:41])=[O:38]. The catalyst is C(N(CC)CC)C. The product is [CH3:35][CH:13]([NH:12][C:11]([NH:47][CH2:46][CH2:45][NH:44][C:37](=[O:38])[O:39][C:40]([CH3:42])([CH3:41])[CH3:43])=[O:36])[C:14]#[C:15][C:16]1[S:20][C:19]([O:21][C:22]2[CH:23]=[CH:24][C:25]([O:28][C:29]3[CH:30]=[CH:31][CH:32]=[CH:33][CH:34]=3)=[CH:26][CH:27]=2)=[N:18][CH:17]=1. The yield is 0.950. (2) The reactants are Cl[C:2]1[C:7]([I:8])=[CH:6][N:5]=[CH:4][N:3]=1.[F:9][C:10]([F:14])([F:13])[CH2:11][NH2:12].CCN(C(C)C)C(C)C. The catalyst is CCO. The product is [I:8][C:7]1[C:2]([NH:12][CH2:11][C:10]([F:14])([F:13])[F:9])=[N:3][CH:4]=[N:5][CH:6]=1. The yield is 0.591. (3) The yield is 0.0800. The product is [Br:28][C:25]1[CH:24]=[C:21]2[C:20](=[N:27][CH:26]=1)[NH:19][C:8](=[O:10])[C:7]([N:4]1[CH2:3][CH2:2][O:1][CH2:6][CH2:5]1)=[CH:22]2. The reactants are [O:1]1[CH2:6][CH2:5][N:4]([CH2:7][C:8]([O:10]CC)=O)[CH2:3][CH2:2]1.CC(C)([O-])C.[Na+].[NH2:19][C:20]1[N:27]=[CH:26][C:25]([Br:28])=[CH:24][C:21]=1[CH:22]=O. The catalyst is CN(C=O)C.O. (4) The reactants are [Cl:1][C:2]([F:14])([F:13])[C:3]1[CH:8]=[CH:7][C:6]([CH:9]([S:11][CH3:12])[CH3:10])=[CH:5][N:4]=1.[N:15]#[C:16][NH2:17].C(O)(=O)C.C(O)(=O)C.IC1C=CC=CC=1. The catalyst is C1COCC1. The product is [Cl:1][C:2]([F:13])([F:14])[C:3]1[N:4]=[CH:5][C:6]([CH:9]([S:11]([CH3:12])=[N:17][C:16]#[N:15])[CH3:10])=[CH:7][CH:8]=1. The yield is 0.480.